Dataset: Catalyst prediction with 721,799 reactions and 888 catalyst types from USPTO. Task: Predict which catalyst facilitates the given reaction. (1) Reactant: [CH2:1]([NH:8][C:9](=[O:36])[N:10]([CH2:13][C:14]1[CH:19]=[C:18]([C:20]([F:23])([F:22])[F:21])[CH:17]=[CH:16][C:15]=1[C:24]1[C:29]([O:30][CH3:31])=[CH:28][CH:27]=[C:26]([CH2:32][C:33]([OH:35])=[O:34])[CH:25]=1)[CH2:11][CH3:12])[C:2]1[CH:7]=[CH:6][CH:5]=[CH:4][CH:3]=1.[OH-].[K+].[NH2:39][C@H:40]([C:48]([OH:50])=[O:49])[CH2:41][CH2:42][CH2:43][NH:44][C:45](=[NH:47])[NH2:46]. Product: [NH2:39][C@H:40]([C:48]([OH:50])=[O:49])[CH2:41][CH2:42][CH2:43][NH:44][C:45](=[NH:46])[NH2:47].[CH2:1]([NH:8][C:9](=[O:36])[N:10]([CH2:13][C:14]1[CH:19]=[C:18]([C:20]([F:22])([F:23])[F:21])[CH:17]=[CH:16][C:15]=1[C:24]1[C:29]([O:30][CH3:31])=[CH:28][CH:27]=[C:26]([CH2:32][C:33]([OH:35])=[O:34])[CH:25]=1)[CH2:11][CH3:12])[C:2]1[CH:3]=[CH:4][CH:5]=[CH:6][CH:7]=1. The catalyst class is: 8. (2) The catalyst class is: 1. Reactant: [CH2:1]([O:3][C:4](=[O:36])[C:5]([C:20](=[O:35])[C:21]1[CH:26]=[C:25]([F:27])[C:24]([F:28])=[C:23]([O:29][C:30]([F:33])([F:32])[F:31])[C:22]=1F)=[CH:6][NH:7][C:8]1[CH:13]=[CH:12][C:11]([CH2:14][N:15]2[CH2:19][CH2:18][CH2:17][CH2:16]2)=[CH:10][CH:9]=1)[CH3:2].C([O-])([O-])=O.[K+].[K+].C1OCCOCCOCCOCCOCCOC1. Product: [F:27][C:25]1[CH:26]=[C:21]2[C:22](=[C:23]([O:29][C:30]([F:32])([F:33])[F:31])[C:24]=1[F:28])[N:7]([C:8]1[CH:9]=[CH:10][C:11]([CH2:14][N:15]3[CH2:16][CH2:17][CH2:18][CH2:19]3)=[CH:12][CH:13]=1)[CH:6]=[C:5]([C:4]([O:3][CH2:1][CH3:2])=[O:36])[C:20]2=[O:35]. (3) Reactant: C[O:2][C:3](=[O:21])[CH2:4][C:5]1[CH:10]=[CH:9][C:8]([C:11]2[S:15][N:14]([C:16]([CH3:19])([CH3:18])[CH3:17])[C:13](=[O:20])[CH:12]=2)=[CH:7][CH:6]=1.[Li+].[OH-]. Product: [C:16]([N:14]1[C:13](=[O:20])[CH:12]=[C:11]([C:8]2[CH:7]=[CH:6][C:5]([CH2:4][C:3]([OH:21])=[O:2])=[CH:10][CH:9]=2)[S:15]1)([CH3:19])([CH3:17])[CH3:18]. The catalyst class is: 702. (4) Reactant: [H-].[Na+].[F:3][C:4]1[CH:5]=[C:6]([C:10]2[C:14]([CH2:15][OH:16])=[C:13]([CH3:17])[O:12][N:11]=2)[CH:7]=[CH:8][CH:9]=1.Cl[C:19]1[CH:28]=[CH:27][C:22]([C:23]([O:25][CH3:26])=[O:24])=[CH:21][N:20]=1.[Cl-].[Na+]. Product: [CH3:26][O:25][C:23](=[O:24])[C:22]1[CH:27]=[CH:28][C:19]([O:16][CH2:15][C:14]2[C:10]([C:6]3[CH:7]=[CH:8][CH:9]=[C:4]([F:3])[CH:5]=3)=[N:11][O:12][C:13]=2[CH3:17])=[N:20][CH:21]=1. The catalyst class is: 1. (5) Reactant: [Cl:1][C:2]1[CH:3]=[C:4]([C:9](=[O:11])[CH3:10])[CH:5]=[CH:6][C:7]=1[Cl:8].[Li+].C[Si]([N-][Si](C)(C)C)(C)C.Br[CH2:23][CH2:24][CH2:25][O:26][CH3:27]. Product: [Cl:1][C:2]1[CH:3]=[C:4]([C:9](=[O:11])[CH2:10][CH2:23][CH2:24][CH2:25][O:26][CH3:27])[CH:5]=[CH:6][C:7]=1[Cl:8]. The catalyst class is: 1.